This data is from Peptide-MHC class II binding affinity with 134,281 pairs from IEDB. The task is: Regression. Given a peptide amino acid sequence and an MHC pseudo amino acid sequence, predict their binding affinity value. This is MHC class II binding data. (1) The peptide sequence is ISSYKLDLTILGLAA. The MHC is DRB1_0401 with pseudo-sequence DRB1_0401. The binding affinity (normalized) is 0.411. (2) The peptide sequence is LVAGPAGSYAADLGY. The MHC is HLA-DQA10102-DQB10602 with pseudo-sequence HLA-DQA10102-DQB10602. The binding affinity (normalized) is 0.127. (3) The peptide sequence is GVTCGPGHGISVGSL. The MHC is HLA-DQA10401-DQB10402 with pseudo-sequence HLA-DQA10401-DQB10402. The binding affinity (normalized) is 0.0716. (4) The peptide sequence is NVSLVKPTVYVYSRV. The binding affinity (normalized) is 0.918. The MHC is DRB1_0101 with pseudo-sequence DRB1_0101. (5) The peptide sequence is NGNELLLDLSLTKVN. The MHC is DRB1_1501 with pseudo-sequence DRB1_1501. The binding affinity (normalized) is 0.378. (6) The peptide sequence is PRGGPGRSYAADAGY. The MHC is HLA-DPA10103-DPB10401 with pseudo-sequence HLA-DPA10103-DPB10401. The binding affinity (normalized) is 0. (7) The peptide sequence is FKVAATAAATAPADD. The MHC is DRB1_1501 with pseudo-sequence DRB1_1501. The binding affinity (normalized) is 0.191. (8) The peptide sequence is KKKCDTLLCDIGESSSS. The MHC is DRB1_0801 with pseudo-sequence DRB1_0801. The binding affinity (normalized) is 0. (9) The peptide sequence is MATRFMTDPHAMRDM. The MHC is HLA-DPA10201-DPB10501 with pseudo-sequence HLA-DPA10201-DPB10501. The binding affinity (normalized) is 0.0342. (10) The MHC is HLA-DQA10501-DQB10201 with pseudo-sequence HLA-DQA10501-DQB10201. The binding affinity (normalized) is 0.364. The peptide sequence is ALFYKLDVVPID.